Dataset: Reaction yield outcomes from USPTO patents with 853,638 reactions. Task: Predict the reaction yield, written as a fraction of the theoretical maximum amount of product (1.0 means a 100% yield; for example, 0.34 means a 34% yield). (1) The reactants are [Br:1][C:2]1[CH:3]=[C:4]([CH:6]=[CH:7][C:8]=1[CH3:9])[NH2:5].C(N(CC)CC)C.[CH3:17][CH:18]([CH3:22])[C:19](Cl)=[O:20]. The product is [Br:1][C:2]1[CH:3]=[C:4]([NH:5][C:19](=[O:20])[CH:18]([CH3:22])[CH3:17])[CH:6]=[CH:7][C:8]=1[CH3:9]. The yield is 0.990. The catalyst is C1COCC1. (2) The catalyst is O1CCOCC1.C1C=CC([P]([Pd]([P](C2C=CC=CC=2)(C2C=CC=CC=2)C2C=CC=CC=2)([P](C2C=CC=CC=2)(C2C=CC=CC=2)C2C=CC=CC=2)[P](C2C=CC=CC=2)(C2C=CC=CC=2)C2C=CC=CC=2)(C2C=CC=CC=2)C2C=CC=CC=2)=CC=1. The yield is 0.900. The reactants are Br[C:2]1[CH:7]=[CH:6][C:5]([C:8]2[NH:12][C:11]([C@@H:13]3[CH2:17][CH2:16][CH2:15][N:14]3[C:18](=[O:20])[CH3:19])=[N:10][CH:9]=2)=[CH:4][CH:3]=1.[B:21]1([B:21]2[O:25][C:24]([CH3:27])([CH3:26])[C:23]([CH3:29])([CH3:28])[O:22]2)[O:25][C:24]([CH3:27])([CH3:26])[C:23]([CH3:29])([CH3:28])[O:22]1.C([O-])(=O)C.[K+]. The product is [CH3:28][C:23]1([CH3:29])[C:24]([CH3:27])([CH3:26])[O:25][B:21]([C:2]2[CH:7]=[CH:6][C:5]([C:8]3[NH:12][C:11]([C@@H:13]4[CH2:17][CH2:16][CH2:15][N:14]4[C:18](=[O:20])[CH3:19])=[N:10][CH:9]=3)=[CH:4][CH:3]=2)[O:22]1. (3) The reactants are [CH3:1][O:2][C:3]1[CH:18]=[CH:17][C:6]([CH2:7][CH:8]2[C:13](=[O:14])[NH:12][C:11](=[O:15])[NH:10][C:9]2=[O:16])=[CH:5][CH:4]=1.[C:19]([O:23][C:24]([NH:26][OH:27])=[O:25])([CH3:22])([CH3:21])[CH3:20].C(=O)([O-])[O-].[K+].[K+].I([O-])(=O)(=O)=O.[Na+]. The catalyst is C(O)C. The product is [C:19]([O:23][C:24]([N:26]([OH:27])[C:8]1([CH2:7][C:6]2[CH:5]=[CH:4][C:3]([O:2][CH3:1])=[CH:18][CH:17]=2)[C:13](=[O:14])[NH:12][C:11](=[O:15])[NH:10][C:9]1=[O:16])=[O:25])([CH3:22])([CH3:21])[CH3:20]. The yield is 1.01. (4) The reactants are Br[CH2:2][C:3]1[CH:19]=[CH:18][C:6]2[NH:7][C:8](=[O:17])[C:9]3[CH:15]=[CH:14][C:13]([Cl:16])=[CH:12][C:10]=3[NH:11][C:5]=2[CH:4]=1.[O:20]1[CH2:25][CH2:24][CH:23]([CH2:26][CH2:27][NH2:28])[CH2:22][CH2:21]1. The catalyst is O1CCOCC1. The product is [Cl:16][C:13]1[CH:14]=[CH:15][C:9]2[C:8](=[O:17])[NH:7][C:6]3[CH:18]=[CH:19][C:3]([CH2:2][NH:28][CH2:27][CH2:26][CH:23]4[CH2:24][CH2:25][O:20][CH2:21][CH2:22]4)=[CH:4][C:5]=3[NH:11][C:10]=2[CH:12]=1. The yield is 0.530. (5) The reactants are [CH3:1][O:2][C:3]1[CH:4]=[C:5]2[C:10](=[CH:11][C:12]=1[O:13][CH3:14])[N:9]=[CH:8][N:7]=[C:6]2[O:15][C:16]1[CH:17]=[C:18]([CH:20]=[CH:21][CH:22]=1)[NH2:19].[C:23]([C:25]([C:28]1[CH:32]=[C:31]([NH:33][C:34](=O)[O:35]C2C=CC=CC=2)[N:30]([C:43]2[CH:48]=[CH:47][CH:46]=[CH:45][CH:44]=2)[N:29]=1)([CH3:27])[CH3:26])#[N:24]. The catalyst is C1COCC1.CN(C1C=CN=CC=1)C. The product is [C:23]([C:25]([C:28]1[CH:32]=[C:31]([NH:33][C:34]([NH:19][C:18]2[CH:20]=[CH:21][CH:22]=[C:16]([O:15][C:6]3[C:5]4[C:10](=[CH:11][C:12]([O:13][CH3:14])=[C:3]([O:2][CH3:1])[CH:4]=4)[N:9]=[CH:8][N:7]=3)[CH:17]=2)=[O:35])[N:30]([C:43]2[CH:48]=[CH:47][CH:46]=[CH:45][CH:44]=2)[N:29]=1)([CH3:27])[CH3:26])#[N:24]. The yield is 0.420. (6) The reactants are [CH:1]1([N:7]2[C:12]([OH:13])=[C:11]([C:14]([NH:16][CH2:17][C:18]([O:20]CC)=[O:19])=[O:15])[C:10](=[O:23])[NH:9][C:8]2=[O:24])[CH2:6][CH2:5][CH2:4][CH2:3][CH2:2]1.[C:25](=O)([O-])[O-].[K+].[K+].[CH3:31][C:32]1[CH:37]=[CH:36][CH:35]=[CH:34][CH:33]=1.Cl. The catalyst is CN(C)C=O. The product is [CH:1]1([N:7]2[C:12]([OH:13])=[C:11]([C:14]([NH:16][CH2:17][C:18]([OH:20])=[O:19])=[O:15])[C:10](=[O:23])[N:9]([CH2:31][C:32]3[CH:37]=[CH:36][CH:35]=[CH:34][C:33]=3[CH3:25])[C:8]2=[O:24])[CH2:6][CH2:5][CH2:4][CH2:3][CH2:2]1. The yield is 0.0300.